This data is from Peptide-MHC class II binding affinity with 134,281 pairs from IEDB. The task is: Regression. Given a peptide amino acid sequence and an MHC pseudo amino acid sequence, predict their binding affinity value. This is MHC class II binding data. (1) The peptide sequence is GSAYTALFSGVSWVM. The MHC is DRB1_0101 with pseudo-sequence DRB1_0101. The binding affinity (normalized) is 0.914. (2) The peptide sequence is NLYKLHGGHVSCRVKHHHHHH. The MHC is DRB1_0404 with pseudo-sequence DRB1_0404. The binding affinity (normalized) is 0.415. (3) The peptide sequence is YVDEHLMCEIEGHHL. The MHC is DRB1_0401 with pseudo-sequence DRB1_0401. The binding affinity (normalized) is 0.187. (4) The peptide sequence is WPDLDLKPGAAWTVY. The MHC is HLA-DQA10501-DQB10303 with pseudo-sequence HLA-DQA10501-DQB10303. The binding affinity (normalized) is 0.557. (5) The peptide sequence is FFTELDGVRLHRFAPPCKPL. The MHC is DRB1_0401 with pseudo-sequence DRB1_0401. The binding affinity (normalized) is 0.205. (6) The peptide sequence is TPTSLLISWGHYPLH. The MHC is DRB1_0901 with pseudo-sequence DRB1_0901. The binding affinity (normalized) is 0.421.